This data is from Catalyst prediction with 721,799 reactions and 888 catalyst types from USPTO. The task is: Predict which catalyst facilitates the given reaction. (1) Reactant: [Li]C(CC)C.[Cl:6][C:7]1[CH:12]=[CH:11][N:10]=[C:9]2[N:13]([Si](C(C)C)(C(C)C)C(C)C)[CH:14]=[CH:15][C:8]=12.[I:26]I.[Cl-].[NH4+].S([O-])([O-])=O.[Na+].[Na+].CCCC[N+](CCCC)(CCCC)CCCC.[F-]. Product: [Cl:6][C:7]1[C:12]([I:26])=[CH:11][N:10]=[C:9]2[NH:13][CH:14]=[CH:15][C:8]=12. The catalyst class is: 375. (2) Reactant: [OH:1][C:2]1[CH:3]=[N:4][CH:5]=[C:6]([CH:10]=1)[C:7]([OH:9])=[O:8].[C:11]([O-])([O-])=O.[K+].[K+].[CH2:17](Br)[C:18]1[CH:23]=[CH:22][CH:21]=[CH:20][CH:19]=1. Product: [CH2:17]([O:1][C:2]1[CH:3]=[N:4][CH:5]=[C:6]([CH:10]=1)[C:7]([O:9][CH3:11])=[O:8])[C:18]1[CH:23]=[CH:22][CH:21]=[CH:20][CH:19]=1. The catalyst class is: 3. (3) Reactant: [O:1]1[C:10]2[C:5](=[CH:6][CH:7]=[CH:8][CH:9]=2)[CH:4]([O:11][CH2:12][C:13]([O:15]CC)=[O:14])[CH2:3][CH2:2]1.[OH-].[Na+].Cl. Product: [O:1]1[C:10]2[C:5](=[CH:6][CH:7]=[CH:8][CH:9]=2)[CH:4]([O:11][CH2:12][C:13]([OH:15])=[O:14])[CH2:3][CH2:2]1. The catalyst class is: 5. (4) Reactant: [N:1]1([C:5]([C@@H:7]2[CH2:12][C@H:11]([N:13]([C:18]([C:20]3[N:24]([CH2:25][CH2:26][CH2:27][CH2:28][O:29][CH3:30])[C:23]4[CH:31]=[CH:32][CH:33]=[CH:34][C:22]=4[N:21]=3)=[O:19])[CH2:14][CH:15]([CH3:17])[CH3:16])[CH2:10][N:9](C(OC(C)(C)C)=O)[CH2:8]2)=[O:6])[CH2:4][CH2:3][CH2:2]1.C(O)(C(F)(F)F)=O. Product: [N:1]1([C:5]([C@H:7]2[CH2:8][NH:9][CH2:10][C@@H:11]([N:13]([CH2:14][CH:15]([CH3:17])[CH3:16])[C:18]([C:20]3[N:24]([CH2:25][CH2:26][CH2:27][CH2:28][O:29][CH3:30])[C:23]4[CH:31]=[CH:32][CH:33]=[CH:34][C:22]=4[N:21]=3)=[O:19])[CH2:12]2)=[O:6])[CH2:2][CH2:3][CH2:4]1. The catalyst class is: 26. (5) Reactant: [CH:1]1([NH:7][C:8]([C:10]2[C:15]([OH:16])=[CH:14][C:13](=[O:17])[N:12]([CH2:18][C:19]3[CH:24]=[CH:23][CH:22]=[CH:21][CH:20]=3)[CH:11]=2)=[O:9])[CH2:6][CH2:5][CH2:4][CH2:3][CH2:2]1.OC1C([C:40]([OH:42])=[O:41])=CN(CC2C=CC=CC=2)C(=O)C=1.CN(C(ON1N=NC2C=CC=NC1=2)=[N+](C)C)C.F[P-](F)(F)(F)(F)F.C1(N)CCCCC1.[CH3:74][N:75](C)[CH:76]=[O:77]. Product: [CH:1]1([NH:7][C:8]([C:10]2[C:15]([OH:16])=[C:14]([C:76]([NH:75][CH2:74][C:40]([OH:42])=[O:41])=[O:77])[C:13](=[O:17])[N:12]([CH2:18][C:19]3[CH:20]=[CH:21][CH:22]=[CH:23][CH:24]=3)[CH:11]=2)=[O:9])[CH2:6][CH2:5][CH2:4][CH2:3][CH2:2]1. The catalyst class is: 2.